The task is: Predict the reaction yield, written as a fraction of the theoretical maximum amount of product (1.0 means a 100% yield; for example, 0.34 means a 34% yield).. This data is from Reaction yield outcomes from USPTO patents with 853,638 reactions. (1) The reactants are [NH2:1][C:2]1[C:7]([CH3:8])=[CH:6][C:5]([Br:9])=[CH:4][N:3]=1.[CH3:10][C:11](=O)[CH2:12][CH2:13][C:14](=O)[CH3:15]. The catalyst is C1(C)C=CC=CC=1.O.C1(C)C=CC(S(O)(=O)=O)=CC=1. The product is [Br:9][C:5]1[CH:6]=[C:7]([CH3:8])[C:2]([N:1]2[C:14]([CH3:15])=[CH:13][CH:12]=[C:11]2[CH3:10])=[N:3][CH:4]=1. The yield is 0.610. (2) The reactants are FC(F)(F)C(O)=O.[Cl:8][C:9]1[CH:10]=[C:11]([CH:15]2[C:19]([C:22]3[CH:27]=[CH:26][C:25]([Cl:28])=[CH:24][CH:23]=3)([C:20]#[N:21])[CH:18]([CH2:29][CH:30]([CH3:32])[CH3:31])[NH:17][CH:16]2[C:33]([OH:35])=O)[CH:12]=[CH:13][CH:14]=1.CC1(C)[O:41][C@@H:40]([CH2:42][CH2:43][NH2:44])[CH2:39][O:38]1.CN(C(ON1N=NC2C=CC=NC1=2)=[N+](C)C)C.F[P-](F)(F)(F)(F)F.CCN(C(C)C)C(C)C.Cl. The product is [OH:41][C@H:40]([CH2:39][OH:38])[CH2:42][CH2:43][NH:44][C:33]([CH:16]1[CH:15]([C:11]2[CH:12]=[CH:13][CH:14]=[C:9]([Cl:8])[CH:10]=2)[C:19]([C:22]2[CH:27]=[CH:26][C:25]([Cl:28])=[CH:24][CH:23]=2)([C:20]#[N:21])[CH:18]([CH2:29][CH:30]([CH3:31])[CH3:32])[NH:17]1)=[O:35]. The catalyst is C(Cl)Cl.O1CCCC1. The yield is 0.950. (3) The reactants are Cl[C:2]1[C:3]([C:12]([O:14]CC)=[O:13])=[N:4][C:5]2[C:10]([N:11]=1)=[CH:9][CH:8]=[CH:7][CH:6]=2.[F:17][C:18]1[CH:23]=[CH:22][C:21]([OH:24])=[C:20]([O:25][CH3:26])[CH:19]=1.C([O-])([O-])=O.[Cs+].[Cs+].O. The catalyst is CN1C(=O)CCC1.Cl. The product is [F:17][C:18]1[CH:23]=[CH:22][C:21]([O:24][C:2]2[C:3]([C:12]([OH:14])=[O:13])=[N:4][C:5]3[C:10]([N:11]=2)=[CH:9][CH:8]=[CH:7][CH:6]=3)=[C:20]([O:25][CH3:26])[CH:19]=1. The yield is 0.900. (4) The product is [NH2:1][C:2]1[C:7]([C:8]2[O:9][C:12]([C:14]3[CH:19]=[CH:18][C:17]([CH2:20][N:21]([CH3:29])[C:22](=[O:28])[O:23][C:24]([CH3:26])([CH3:27])[CH3:25])=[CH:16][CH:15]=3)=[N:11][N:10]=2)=[CH:6][C:5]([Br:30])=[CH:4][N:3]=1. The catalyst is CC#N. The reactants are [NH2:1][C:2]1[C:7]([C:8]([NH:10][NH:11][C:12]([C:14]2[CH:19]=[CH:18][C:17]([CH2:20][N:21]([CH3:29])[C:22](=[O:28])[O:23][C:24]([CH3:27])([CH3:26])[CH3:25])=[CH:16][CH:15]=2)=O)=[O:9])=[CH:6][C:5]([Br:30])=[CH:4][N:3]=1.CCN(C(C)C)C(C)C.BrP(Br)(C1C=CC=CC=1)(C1C=CC=CC=1)C1C=CC=CC=1. The yield is 0.630. (5) The reactants are [O:1]1[CH2:6][CH2:5][N:4]([C:7]2[O:8][C:9]3[C:14]([C:15](=[O:17])[CH:16]=2)=[CH:13][C:12]([C:18]([O:20][CH3:21])=[O:19])=[CH:11][C:10]=3[C@H:22]2[CH2:26][CH2:25][CH2:24][NH:23]2)[CH2:3][CH2:2]1.Br[C:28]1[CH:33]=[CH:32][C:31]([F:34])=[CH:30][CH:29]=1. No catalyst specified. The product is [F:34][C:31]1[CH:32]=[CH:33][C:28]([N:23]2[CH2:24][CH2:25][CH2:26][C@@H:22]2[C:10]2[CH:11]=[C:12]([C:18]([O:20][CH3:21])=[O:19])[CH:13]=[C:14]3[C:9]=2[O:8][C:7]([N:4]2[CH2:3][CH2:2][O:1][CH2:6][CH2:5]2)=[CH:16][C:15]3=[O:17])=[CH:29][CH:30]=1. The yield is 0.150. (6) The reactants are Cl[C:2]1[N:7]=[C:6]([O:8][CH3:9])[C:5]([Cl:10])=[CH:4][N:3]=1.[NH2:11][C:12]1[CH:13]=[C:14]([C:19]2[S:23][C:22]([C:24]3([OH:28])[CH2:27][CH2:26][CH2:25]3)=[N:21][CH:20]=2)[CH:15]=[C:16]([CH3:18])[CH:17]=1.CC(C1C=C(C(C)C)C(C2C=CC=CC=2P(C2CCCCC2)C2CCCCC2)=C(C(C)C)C=1)C.C(=O)([O-])[O-].[K+].[K+]. The catalyst is C1C=CC(/C=C/C(/C=C/C2C=CC=CC=2)=O)=CC=1.C1C=CC(/C=C/C(/C=C/C2C=CC=CC=2)=O)=CC=1.C1C=CC(/C=C/C(/C=C/C2C=CC=CC=2)=O)=CC=1.[Pd].[Pd]. The product is [Cl:10][C:5]1[C:6]([O:8][CH3:9])=[N:7][C:2]([NH:11][C:12]2[CH:13]=[C:14]([C:19]3[S:23][C:22]([C:24]4([OH:28])[CH2:27][CH2:26][CH2:25]4)=[N:21][CH:20]=3)[CH:15]=[C:16]([CH3:18])[CH:17]=2)=[N:3][CH:4]=1. The yield is 0.600.